From a dataset of Reaction yield outcomes from USPTO patents with 853,638 reactions. Predict the reaction yield, written as a fraction of the theoretical maximum amount of product (1.0 means a 100% yield; for example, 0.34 means a 34% yield). (1) The reactants are [ClH:1].[NH2:2][C:3]1[C:8]2[CH:9]=[CH:10][N:11]([C:12]3[CH:17]=[CH:16][C:15]([NH:18][C:19](NC(=O)CC4C=CC(F)=CC=4)=[O:20])=[CH:14][CH:13]=3)[C:7]=2[CH:6]=[CH:5][N:4]=1.[F:32][C:33]1[CH:38]=[CH:37][C:36]([N:39]2[CH:44]=[CH:43][CH:42]=[C:41](C(O)=O)[C:40]2=[O:48])=[CH:35][CH:34]=1.CN(C(ON1N=NC2C=CC=CC1=2)=[N+](C)C)C.[B-](F)(F)(F)F.C(N(C(C)C)CC)(C)C. The catalyst is CN(C=O)C. The product is [ClH:1].[NH2:2][C:3]1[C:8]2[CH:9]=[CH:10][N:11]([C:12]3[CH:17]=[CH:16][C:15]([NH:18][C:19]([C:41]4[C:40](=[O:48])[N:39]([C:36]5[CH:37]=[CH:38][C:33]([F:32])=[CH:34][CH:35]=5)[CH:44]=[CH:43][CH:42]=4)=[O:20])=[CH:14][CH:13]=3)[C:7]=2[CH:6]=[CH:5][N:4]=1. The yield is 0.170. (2) The reactants are [CH3:1][C:2]1([CH3:23])[CH2:7][C@H:6]([NH:8][C:9]2[C:14]([C:15]([F:18])([F:17])[F:16])=[CH:13][N:12]=[C:11](S(C)=O)[N:10]=2)[CH2:5][CH2:4][C@@H:3]1[OH:22].[NH2:24][CH2:25][C:26]1[C:27]([C:34]([F:37])([F:36])[F:35])=[CH:28][C:29]([CH3:33])=[N+:30]([O-:32])[CH:31]=1. The catalyst is O1CCOCC1. The product is [OH:22][C@H:3]1[CH2:4][CH2:5][C@@H:6]([NH:8][C:9]2[C:14]([C:15]([F:18])([F:17])[F:16])=[CH:13][N:12]=[C:11]([NH:24][CH2:25][C:26]3[C:27]([C:34]([F:37])([F:35])[F:36])=[CH:28][C:29]([CH3:33])=[N+:30]([O-:32])[CH:31]=3)[N:10]=2)[CH2:7][C:2]1([CH3:23])[CH3:1]. The yield is 0.300. (3) The yield is 0.780. The reactants are [CH3:1][C:2]1[CH:9]=[CH:8][C:5]([CH:6]=O)=[CH:4][CH:3]=1.[CH3:10][C:11]([CH3:13])=[O:12].[OH-].[Na+].O. The catalyst is C(O)C. The product is [CH3:1][C:2]1[CH:9]=[CH:8][C:5]([CH:6]=[CH:10][C:11](=[O:12])[CH:13]=[CH:1][C:2]2[CH:9]=[CH:8][C:5]([CH3:6])=[CH:4][CH:3]=2)=[CH:4][CH:3]=1. (4) The reactants are CO[C:3](=[O:24])[C:4]1[CH:9]=[CH:8][C:7]([O:10][CH2:11][C:12]2[C:13]([C:18]3[CH:23]=[CH:22][CH:21]=[CH:20][CH:19]=3)=[N:14][O:15][C:16]=2[CH3:17])=[N:6][CH:5]=1.[NH2:25][CH2:26][CH2:27][CH2:28][CH2:29][OH:30].N12CCCNC1=NCCC2.C(=O)(O)[O-].[Na+]. The catalyst is C1(C)C=CC=CC=1. The product is [OH:30][CH2:29][CH2:28][CH2:27][CH2:26][NH:25][C:3](=[O:24])[C:4]1[CH:9]=[CH:8][C:7]([O:10][CH2:11][C:12]2[C:13]([C:18]3[CH:19]=[CH:20][CH:21]=[CH:22][CH:23]=3)=[N:14][O:15][C:16]=2[CH3:17])=[N:6][CH:5]=1. The yield is 0.370. (5) The reactants are [CH2:1]([O:3][C:4](=[O:27])[CH:5]([C:10]1[CH:11]=[C:12]([C:17]2[CH:22]=[CH:21][C:20]([C:23]([F:26])([F:25])[F:24])=[CH:19][CH:18]=2)[CH:13]=[C:14]([OH:16])[CH:15]=1)[CH2:6][CH:7]([CH3:9])[CH3:8])[CH3:2].C1C=CC(N([S:35]([C:38]([F:41])([F:40])[F:39])(=[O:37])=[O:36])[S:35]([C:38]([F:41])([F:40])[F:39])(=[O:37])=[O:36])=CC=1.CCN(CC)CC. The catalyst is C1COCC1. The product is [CH2:1]([O:3][C:4](=[O:27])[CH:5]([C:10]1[CH:11]=[C:12]([C:17]2[CH:22]=[CH:21][C:20]([C:23]([F:24])([F:26])[F:25])=[CH:19][CH:18]=2)[CH:13]=[C:14]([O:16][S:35]([C:38]([F:41])([F:40])[F:39])(=[O:37])=[O:36])[CH:15]=1)[CH2:6][CH:7]([CH3:9])[CH3:8])[CH3:2]. The yield is 0.980. (6) The reactants are [K+].[Cl:2][C:3]1[N:7]([CH2:8][O:9][CH2:10][CH2:11][Si:12]([CH3:15])([CH3:14])[CH3:13])[N:6]=[C:5]([C:16]([O-:18])=O)[N:4]=1.CC[N:21]([CH:25]([CH3:27])C)[CH:22]([CH3:24])C.FC(F)(F)[C:30]([OH:32])=[O:31].[C:35]1([C:41]2[CH:46]=[C:45]([CH:47]3CCNCC3)[CH:44]=[CH:43][C:42]=2[NH:53]C(C2NC=C(C#N)N=2)=O)[CH2:40][CH2:39][CH2:38][CH2:37][CH:36]=1.C1CN([P+](Br)(N2[CH2:78][CH2:77][CH2:76]C2)N2CCCC2)CC1.F[P-](F)(F)(F)(F)F.[CH2:87](Cl)Cl. No catalyst specified. The product is [C:77]([O:32][C:30]([N:21]1[CH2:22][CH2:24][CH:47]([C:45]2[CH:44]=[CH:43][C:42]([NH:53][C:16]([C:5]3[N:4]=[C:3]([Cl:2])[N:7]([CH2:8][O:9][CH2:10][CH2:11][Si:12]([CH3:13])([CH3:14])[CH3:15])[N:6]=3)=[O:18])=[C:41]([C:35]3[CH2:40][CH2:39][CH2:38][CH2:37][CH:36]=3)[CH:46]=2)[CH2:27][CH2:25]1)=[O:31])([CH3:76])([CH3:78])[CH3:87]. The yield is 0.850. (7) The reactants are [C:9](O[C:9]([O:11][C:12]([CH3:15])([CH3:14])[CH3:13])=[O:10])([O:11][C:12]([CH3:15])([CH3:14])[CH3:13])=[O:10].C(N(CC)CC)C.Cl.[NH2:24][C@@H:25]([CH2:30][C:31]1[CH:36]=[CH:35][CH:34]=[CH:33][CH:32]=1)[C:26](=[O:29])[CH2:27][Cl:28]. The catalyst is C1(C)C=CC=CC=1. The product is [C:12]([O:11][C:9]([NH:24][C@@H:25]([CH2:30][C:31]1[CH:36]=[CH:35][CH:34]=[CH:33][CH:32]=1)[C:26](=[O:29])[CH2:27][Cl:28])=[O:10])([CH3:13])([CH3:14])[CH3:15]. The yield is 0.810.